From a dataset of Catalyst prediction with 721,799 reactions and 888 catalyst types from USPTO. Predict which catalyst facilitates the given reaction. (1) Reactant: [NH2:1][C:2]1[S:3][CH:4]=[CH:5][N:6]=1.[Cl:7][C:8]1[CH:13]=[CH:12][CH:11]=[C:10](Cl)[N:9]=1.C(=O)([O-])[O-].[Cs+].[Cs+].C1(C)C=CC=CC=1. Product: [Cl:7][C:8]1[N:9]=[C:10]([NH:1][C:2]2[S:3][CH:4]=[CH:5][N:6]=2)[CH:11]=[CH:12][CH:13]=1. The catalyst class is: 13. (2) Reactant: I[C:2]1[C:3]([OH:11])=[N:4][CH:5]=[C:6]([N+:8]([O-:10])=[O:9])[CH:7]=1.[C:12]1(B(O)O)[CH:17]=[CH:16][CH:15]=[CH:14][CH:13]=1.C(Cl)Cl.C([O-])([O-])=O.[Cs+].[Cs+]. Product: [N+:8]([C:6]1[CH:7]=[C:2]([C:12]2[CH:17]=[CH:16][CH:15]=[CH:14][CH:13]=2)[C:3]([OH:11])=[N:4][CH:5]=1)([O-:10])=[O:9]. The catalyst class is: 38. (3) Reactant: [Br:1][C:2]1[C:3]([CH3:14])=[C:4]([C:10]([OH:13])=[CH:11][CH:12]=1)[C:5]([O:7][CH2:8][CH3:9])=[O:6].[H-].[Na+].[CH:17]1[CH:22]=[CH:21][C:20]([CH2:23]Br)=[CH:19][CH:18]=1. Product: [CH2:23]([O:13][C:10]1[C:4]([C:5]([O:7][CH2:8][CH3:9])=[O:6])=[C:3]([CH3:14])[C:2]([Br:1])=[CH:12][CH:11]=1)[C:20]1[CH:21]=[CH:22][CH:17]=[CH:18][CH:19]=1. The catalyst class is: 3. (4) Reactant: F[B-](F)(F)F.[C:6]1([CH2:12][CH2:13][C:14]([OH:16])=O)[CH:11]=[CH:10][CH:9]=[CH:8][CH:7]=1.[FH:17].F.F.C(N(CC)CC)C.C(=O)(O)[O-].[Na+]. Product: [C:6]1([CH2:12][CH2:13][C:14]([F:17])=[O:16])[CH:11]=[CH:10][CH:9]=[CH:8][CH:7]=1. The catalyst class is: 4. (5) Reactant: [C:1]([NH:14][C@H:15]([CH2:41][O:42][CH2:43][CH2:44][CH2:45][CH2:46][CH2:47][CH2:48][CH2:49][CH2:50][CH2:51][CH2:52][CH2:53][CH2:54][CH2:55][CH2:56][CH2:57][CH3:58])[CH2:16][S:17][CH2:18][C@@H:19]([C:38]([OH:40])=O)[NH:20][C:21](=[O:37])[O:22][CH2:23][CH:24]1[C:36]2[CH:35]=[CH:34][CH:33]=[CH:32][C:31]=2[C:30]2[C:25]1=[CH:26][CH:27]=[CH:28][CH:29]=2)(=[O:13])[CH2:2][CH2:3][CH2:4][CH2:5][CH2:6][CH2:7][CH2:8][CH2:9][CH2:10][CH2:11][CH3:12].CN(C(ON1N=NC2C=CC=CC1=2)=[N+](C)C)C.F[P-](F)(F)(F)(F)F.CCN(C(C)C)C(C)C.Cl.[NH2:93][C:94]1([CH2:97][OH:98])[CH2:96][CH2:95]1. Product: [C:1]([NH:14][C@H:15]([CH2:41][O:42][CH2:43][CH2:44][CH2:45][CH2:46][CH2:47][CH2:48][CH2:49][CH2:50][CH2:51][CH2:52][CH2:53][CH2:54][CH2:55][CH2:56][CH2:57][CH3:58])[CH2:16][S:17][CH2:18][C@H:19]([NH:20][C:21](=[O:37])[O:22][CH2:23][CH:24]1[C:36]2[CH:35]=[CH:34][CH:33]=[CH:32][C:31]=2[C:30]2[C:25]1=[CH:26][CH:27]=[CH:28][CH:29]=2)[C:38]([NH:93][C:94]1([CH2:97][OH:98])[CH2:96][CH2:95]1)=[O:40])(=[O:13])[CH2:2][CH2:3][CH2:4][CH2:5][CH2:6][CH2:7][CH2:8][CH2:9][CH2:10][CH2:11][CH3:12]. The catalyst class is: 2. (6) Reactant: [NH2:1][C:2]1[N:6]([C:7]2[C:12]([Cl:13])=[CH:11][C:10]([C:14]([F:17])([F:16])[F:15])=[CH:9][C:8]=2[Cl:18])[N:5]=[C:4]([C:19]#[N:20])[C:3]=1[N:21]([CH2:26]SC)[S:22]([CH3:25])(=O)=[O:23].[C:29](=O)([O-])[O-].[Na+].[Na+].O[O:36][S:37]([O-:39])=O.[K+].[OH2:41]. Product: [NH2:1][C:2]1[N:6]([C:7]2[C:12]([Cl:13])=[CH:11][C:10]([C:14]([F:16])([F:17])[F:15])=[CH:9][C:8]=2[Cl:18])[N:5]=[C:4]([C:19]#[N:20])[C:3]=1[N:21]([CH2:26][S:37]([CH3:29])(=[O:39])=[O:36])[S:22]([CH3:25])(=[O:23])=[O:41]. The catalyst class is: 21.